From a dataset of Reaction yield outcomes from USPTO patents with 853,638 reactions. Predict the reaction yield, written as a fraction of the theoretical maximum amount of product (1.0 means a 100% yield; for example, 0.34 means a 34% yield). (1) The reactants are Cl.[F:2][C:3]([C:6]1[N:10]=[C:9]([CH:11]2[CH2:16][CH2:15][NH:14][CH2:13][CH2:12]2)[O:8][N:7]=1)([CH3:5])[CH3:4].C(N(C(C)C)CC)(C)C.[Cl:26][C:27]1[C:32]([F:33])=[C:31](Cl)[N:30]=[CH:29][N:28]=1.O. The catalyst is C(#N)C. The product is [Cl:26][C:27]1[N:28]=[CH:29][N:30]=[C:31]([N:14]2[CH2:15][CH2:16][CH:11]([C:9]3[O:8][N:7]=[C:6]([C:3]([F:2])([CH3:5])[CH3:4])[N:10]=3)[CH2:12][CH2:13]2)[C:32]=1[F:33]. The yield is 0.652. (2) The reactants are [CH3:1][O:2][C:3]1[CH:8]=[CH:7][C:6]([O:9][C:10]2[CH:15]=[CH:14][CH:13]=[CH:12][CH:11]=2)=[CH:5][CH:4]=1.Cl[S:17]([OH:20])(=[O:19])=[O:18]. The catalyst is C(Cl)Cl. The product is [CH3:1][O:2][C:3]1[CH:8]=[CH:7][C:6]([O:9][C:10]2[CH:11]=[CH:12][CH:13]=[CH:14][CH:15]=2)=[CH:5][C:4]=1[S:17]([OH:20])(=[O:19])=[O:18]. The yield is 0.740. (3) The reactants are Cl.[C:2](Cl)(=[O:9])[C:3]1[CH:8]=[CH:7][CH:6]=[N:5][CH:4]=1.[F:11][C:12]1[C:17]([F:18])=[CH:16][N:15]=[C:14]2[NH:19][CH:20]=[C:21]([NH2:22])[C:13]=12. The catalyst is N1C=CC=CC=1. The product is [F:11][C:12]1[C:17]([F:18])=[CH:16][N:15]=[C:14]2[NH:19][CH:20]=[C:21]([NH:22][C:2](=[O:9])[C:3]3[CH:8]=[CH:7][CH:6]=[N:5][CH:4]=3)[C:13]=12. The yield is 0.920. (4) The reactants are [Si:1]([O:8][CH:9]([C:20]1[CH:25]=[CH:24][CH:23]=[CH:22][CH:21]=1)[CH2:10][O:11][CH:12]1[CH2:17][CH2:16][CH:15]([OH:18])[CH2:14][CH:13]1[F:19])([C:4]([CH3:7])([CH3:6])[CH3:5])([CH3:3])[CH3:2].[CH3:26][S:27](Cl)(=[O:29])=[O:28].C(N(C(C)C)CC)(C)C. The catalyst is ClCCl. The product is [CH3:26][S:27]([O:18][CH:15]1[CH2:16][CH2:17][CH:12]([O:11][CH2:10][CH:9]([O:8][Si:1]([C:4]([CH3:7])([CH3:6])[CH3:5])([CH3:3])[CH3:2])[C:20]2[CH:21]=[CH:22][CH:23]=[CH:24][CH:25]=2)[CH:13]([F:19])[CH2:14]1)(=[O:29])=[O:28]. The yield is 1.00. (5) The reactants are [CH2:1]([O:3][C:4]([C:6]1[C:7](Cl)=[N:8][C:9]([C:12]2[CH:17]=[CH:16][N:15]=[CH:14][CH:13]=2)=[N:10][CH:11]=1)=[O:5])[CH3:2].[C:19]1([CH3:26])[C:24]([OH:25])=[CH:23][CH:22]=[CH:21][CH:20]=1.C([O-])([O-])=O.[Cs+].[Cs+].O. The catalyst is C(#N)C. The product is [CH2:1]([O:3][C:4]([C:6]1[C:7]([O:25][C:24]2[CH:23]=[CH:22][CH:21]=[CH:20][C:19]=2[CH3:26])=[N:8][C:9]([C:12]2[CH:17]=[CH:16][N:15]=[CH:14][CH:13]=2)=[N:10][CH:11]=1)=[O:5])[CH3:2]. The yield is 0.970.